This data is from Cav3 T-type calcium channel HTS with 100,875 compounds. The task is: Binary Classification. Given a drug SMILES string, predict its activity (active/inactive) in a high-throughput screening assay against a specified biological target. The drug is S(=O)(=O)(Nc1ccc(OC)cc1)c1cc(C(OCC(=O)N2CC(OC(C2)C)C)=O)c(O)cc1. The result is 0 (inactive).